From a dataset of Catalyst prediction with 721,799 reactions and 888 catalyst types from USPTO. Predict which catalyst facilitates the given reaction. Reactant: Cl[CH:2]([C:5]1[CH:10]=[CH:9][CH:8]=[C:7]([N+:11]([O-:13])=[O:12])[CH:6]=1)[C:3]#[N:4].[CH2:14]([N:20]1[C:24](=[O:25])[CH:23]=[CH:22][C:21]1=[O:26])[CH2:15][CH2:16][CH2:17][CH2:18][CH3:19].C(=O)([O-])[O-].[K+].[K+].[I-].[Na+]. Product: [CH2:14]([N:20]1[C:21](=[O:26])[CH:22]2[CH:23]([C:2]2([C:5]2[CH:10]=[CH:9][CH:8]=[C:7]([N+:11]([O-:13])=[O:12])[CH:6]=2)[C:3]#[N:4])[C:24]1=[O:25])[CH2:15][CH2:16][CH2:17][CH2:18][CH3:19]. The catalyst class is: 35.